This data is from Reaction yield outcomes from USPTO patents with 853,638 reactions. The task is: Predict the reaction yield, written as a fraction of the theoretical maximum amount of product (1.0 means a 100% yield; for example, 0.34 means a 34% yield). The reactants are [C:1]([C:5]1[CH:9]=[C:8]([NH:10][C:11]([NH:13][C@@H:14]2[C:23]3[C:18](=[CH:19][CH:20]=[CH:21][CH:22]=3)[C@H:17]([O:24][C:25]3[CH:26]=[CH:27][C:28]4[N:29]([C:31]([N:34]5[CH2:39][CH2:38][CH2:37][CH2:36][C@@H:35]5[CH3:40])=[N:32][N:33]=4)[CH:30]=3)[CH2:16][CH2:15]2)=[O:12])[N:7]([C:41]2[CH:42]=[N:43][N:44]([CH2:46][CH2:47][O:48]C3CCCCO3)[CH:45]=2)[N:6]=1)([CH3:4])([CH3:3])[CH3:2].C1(C)C=CC(S([O-])(=O)=O)=CC=1.[NH+]1C=CC=CC=1.O.C([O-])(O)=O.[Na+]. The catalyst is CO. The product is [C:1]([C:5]1[CH:9]=[C:8]([NH:10][C:11]([NH:13][C@@H:14]2[C:23]3[C:18](=[CH:19][CH:20]=[CH:21][CH:22]=3)[C@H:17]([O:24][C:25]3[CH:26]=[CH:27][C:28]4[N:29]([C:31]([N:34]5[CH2:39][CH2:38][CH2:37][CH2:36][C@@H:35]5[CH3:40])=[N:32][N:33]=4)[CH:30]=3)[CH2:16][CH2:15]2)=[O:12])[N:7]([C:41]2[CH:42]=[N:43][N:44]([CH2:46][CH2:47][OH:48])[CH:45]=2)[N:6]=1)([CH3:2])([CH3:3])[CH3:4]. The yield is 0.750.